Dataset: Retrosynthesis with 50K atom-mapped reactions and 10 reaction types from USPTO. Task: Predict the reactants needed to synthesize the given product. (1) Given the product Cc1ccc(S(=O)(=O)n2cc(-c3ccc(Cl)s3)c(OCc3ccccc3)n2)cc1, predict the reactants needed to synthesize it. The reactants are: CCCC[Sn](CCCC)(CCCC)c1cn(S(=O)(=O)c2ccc(C)cc2)nc1OCc1ccccc1.Clc1ccc(Br)s1. (2) Given the product c1ccc(CN2CCC(NCCNc3ccccc3)CC2)cc1, predict the reactants needed to synthesize it. The reactants are: NCCNc1ccccc1.O=C1CCN(Cc2ccccc2)CC1. (3) The reactants are: O=[N+]([O-])c1cccc(/C=C/c2ccc3ccccc3n2)c1. Given the product Nc1cccc(/C=C/c2ccc3ccccc3n2)c1, predict the reactants needed to synthesize it. (4) Given the product O=[N+]([O-])c1cnn(-c2ccc(OC3CCN(C4CCC4)CC3)cc2)c1, predict the reactants needed to synthesize it. The reactants are: Ic1ccc(OC2CCN(C3CCC3)CC2)cc1.O=[N+]([O-])c1cn[nH]c1. (5) Given the product CN([C@H]1CC[C@H](O)CC1)S(=O)(=O)c1ccc(C(F)(F)F)cc1, predict the reactants needed to synthesize it. The reactants are: CN[C@H]1CC[C@H](O)CC1.O=S(=O)(Cl)c1ccc(C(F)(F)F)cc1. (6) Given the product N#Cc1c(C(=O)NC2CC2)cnn1-c1ccc(Cl)cc1, predict the reactants needed to synthesize it. The reactants are: N#Cc1c(C(=O)O)cnn1-c1ccc(Cl)cc1.NC1CC1. (7) Given the product COc1cc([N+](=O)[O-])ccc1N1CCOCC1, predict the reactants needed to synthesize it. The reactants are: C1COCCN1.COc1cc([N+](=O)[O-])ccc1Cl. (8) The reactants are: COC(=O)c1c(C)cccc1CBr.OCCCCNc1ccc2ccccc2n1. Given the product COC(=O)c1c(C)cccc1COCCCCNc1ccc2ccccc2n1, predict the reactants needed to synthesize it. (9) Given the product CCN(N)C(=O)c1nnn[nH]1, predict the reactants needed to synthesize it. The reactants are: CCN(NC(=O)OC(C)(C)C)C(=O)c1nnn[nH]1.